From a dataset of Catalyst prediction with 721,799 reactions and 888 catalyst types from USPTO. Predict which catalyst facilitates the given reaction. (1) Reactant: [CH3:1][N:2]1[C:6]([C:7]([NH2:9])=[O:8])=[C:5]([N+:10]([O-])=O)[C:4]([CH2:13][CH2:14][CH3:15])=[N:3]1.[H][H]. Product: [NH2:10][C:5]1[C:4]([CH2:13][CH2:14][CH3:15])=[N:3][N:2]([CH3:1])[C:6]=1[C:7]([NH2:9])=[O:8]. The catalyst class is: 153. (2) Reactant: [F:1][C:2]1[CH:3]=[C:4]2[C:8](=[C:9]([F:11])[CH:10]=1)[N:7]([Si:12]([CH:19]([CH3:21])[CH3:20])([CH:16]([CH3:18])[CH3:17])[CH:13]([CH3:15])[CH3:14])[CH:6]=[CH:5]2.CN(C)CCN(C)CCN(C)C.C([Li])(CC)C.[I:39]I. Product: [F:1][C:2]1[CH:3]=[C:4]2[C:8](=[C:9]([F:11])[C:10]=1[I:39])[N:7]([Si:12]([CH:16]([CH3:18])[CH3:17])([CH:19]([CH3:21])[CH3:20])[CH:13]([CH3:14])[CH3:15])[CH:6]=[CH:5]2. The catalyst class is: 1.